This data is from Forward reaction prediction with 1.9M reactions from USPTO patents (1976-2016). The task is: Predict the product of the given reaction. (1) Given the reactants [CH2:1]([O:5][C:6]1[CH:7]=[C:8]([CH3:14])[C:9]([CH:12]=[O:13])=[N:10][CH:11]=1)[C:2]#[C:3][CH3:4].CC(C)=[O:17].S(=O)(=O)(O)N.Cl([O-])=O.[Na+], predict the reaction product. The product is: [CH2:1]([O:5][C:6]1[CH:7]=[C:8]([CH3:14])[C:9]([C:12]([OH:17])=[O:13])=[N:10][CH:11]=1)[C:2]#[C:3][CH3:4]. (2) The product is: [O:1]=[C:2]1[N:10]2[C@@H:5]([CH2:6][CH2:7][C@H:8]([C:11]([OH:13])=[O:12])[CH2:9]2)[CH2:4][CH2:3]1. Given the reactants [O:1]=[C:2]1[N:10]2[CH:5]([CH2:6][CH2:7][CH:8]([C:11]([O:13]C)=[O:12])[CH2:9]2)[CH2:4][CH2:3]1.C[O-].[Na+].Cl, predict the reaction product. (3) Given the reactants Br[C:2]1[CH:7]=[CH:6][C:5]([C:2]2[CH:7]=[CH:6][C:5]3[C:4](=CC=CC=3)[CH:3]=2)=[CH:4][CH:3]=1.O1CCCC1.[Li]CCCC.[B:28](OC(C)C)([O:33]C(C)C)[O:29]C(C)C, predict the reaction product. The product is: [C:2]1([B:28]([OH:33])[OH:29])[CH:7]=[CH:6][CH:5]=[CH:4][CH:3]=1. (4) Given the reactants [C:1]([O:7][C:8]1[CH:13]=[CH:12][CH:11]=[CH:10][CH:9]=1)(=[O:6])[CH2:2][CH2:3][CH:4]=[CH2:5].C([O:16][CH2:17][CH2:18][CH2:19][CH3:20])=C, predict the reaction product. The product is: [CH2:17]([O:16]/[CH:5]=[CH:4]\[CH2:3][CH2:2][C:1]([O:7][C:8]1[CH:9]=[CH:10][CH:11]=[CH:12][CH:13]=1)=[O:6])[CH2:18][CH2:19][CH3:20].